This data is from Full USPTO retrosynthesis dataset with 1.9M reactions from patents (1976-2016). The task is: Predict the reactants needed to synthesize the given product. (1) Given the product [OH:38][C:12]([C:32]1[CH:31]=[CH:5][C:4]([OH:3])=[CH:34][CH:33]=1)([CH3:11])[C:13](=[O:16])[CH3:14], predict the reactants needed to synthesize it. The reactants are: C([O:3][CH2:4][CH2:5][Li])=C.CC(C1[CH:11]=[CH:12][C:13]([OH:16])=[CH:14]C=1)=O.[F-].[CH2:31]([N+]([CH2:31][CH2:32][CH2:33][CH3:34])([CH2:31][CH2:32][CH2:33][CH3:34])[CH2:31][CH2:32][CH2:33][CH3:34])[CH2:32][CH2:33][CH3:34].C1C[O:38]CC1. (2) Given the product [C:1]([O:5][C:6](=[O:16])[NH:7][C:8]1[C:13]([NH:18][NH2:19])=[N:12][C:11]([Br:15])=[CH:10][N:9]=1)([CH3:4])([CH3:3])[CH3:2], predict the reactants needed to synthesize it. The reactants are: [C:1]([O:5][C:6](=[O:16])[NH:7][C:8]1[C:13](Br)=[N:12][C:11]([Br:15])=[CH:10][N:9]=1)([CH3:4])([CH3:3])[CH3:2].O.[NH2:18][NH2:19]. (3) Given the product [F:25][C:24]([F:27])([F:26])[S:21]([O:16][C:10]1[C:9]2[C:14](=[CH:15][C:5]3[CH2:4][O:3][C:2]([CH3:17])([CH3:1])[O:7][C:6]=3[CH:8]=2)[CH:13]=[CH:12][CH:11]=1)(=[O:23])=[O:22], predict the reactants needed to synthesize it. The reactants are: [CH3:1][C:2]1([CH3:17])[O:7][C:6]2[CH:8]=[C:9]3[C:14](=[CH:15][C:5]=2[CH2:4][O:3]1)[CH:13]=[CH:12][CH:11]=[C:10]3[OH:16].C(Cl)Cl.[S:21](O[S:21]([C:24]([F:27])([F:26])[F:25])(=[O:23])=[O:22])([C:24]([F:27])([F:26])[F:25])(=[O:23])=[O:22].C(OCC)(=O)C. (4) Given the product [N:19]([CH2:11][C:8]1[CH:9]=[CH:10][C:5]2[CH2:4][O:3][B:2]([OH:1])[C:6]=2[CH:7]=1)=[N+:20]=[N-:21], predict the reactants needed to synthesize it. The reactants are: [OH:1][B:2]1[C:6]2[CH:7]=[C:8]([CH2:11]CS([O-])(=O)=O)[CH:9]=[CH:10][C:5]=2[CH2:4][O:3]1.[Na+].[I-].[N-:19]=[N+:20]=[N-:21].[Na+]. (5) Given the product [CH2:1]([O:3][C:4](=[O:17])[CH2:5][C:6]1[N:14]2[C:9]([CH:10]=[C:11]([Cl:15])[CH:12]=[CH:13]2)=[C:8]([S:28][C:25]2[CH:26]=[CH:27][C:22]([S:19]([CH3:18])(=[O:21])=[O:20])=[CH:23][CH:24]=2)[C:7]=1[CH3:16])[CH3:2], predict the reactants needed to synthesize it. The reactants are: [CH2:1]([O:3][C:4](=[O:17])[CH2:5][C:6]1[N:14]2[C:9]([CH:10]=[C:11]([Cl:15])[CH:12]=[CH:13]2)=[CH:8][C:7]=1[CH3:16])[CH3:2].[CH3:18][S:19]([C:22]1[CH:27]=[CH:26][C:25]([S:28][S:28][C:25]2[CH:26]=[CH:27][C:22]([S:19]([CH3:18])(=[O:21])=[O:20])=[CH:23][CH:24]=2)=[CH:24][CH:23]=1)(=[O:21])=[O:20].